Dataset: Experimentally validated miRNA-target interactions with 360,000+ pairs, plus equal number of negative samples. Task: Binary Classification. Given a miRNA mature sequence and a target amino acid sequence, predict their likelihood of interaction. (1) The miRNA is rno-miR-221-3p with sequence AGCUACAUUGUCUGCUGGGUUUC. The protein sequence of the target gene is MTTENGAVELGSQSLSTEQTPKAAAGDGPSASEKEPSAPATEKDLSPPNAKKDPGAPDPKNNPDPPSLKKDPAKAPGPEKKGDPVPASASSQGPSGEGDGGGGPAEGSEGPPAALPLPTATAEASIQKLDPTQAPSGNQGSGEAKAGKKAAECREAGRRGSPAFLHSPSCPAIISCSEKTLAVKPLSETTDLVFTGVSVTPDPQDPGPVKAGGTNALAEKKKEEAEKASGQAGQAKVQGDTPQRIGFQAVPSERVEVGQALCLTAREEDCFQILDDCPPPPAPFPHRIVELRTGNVNSEF.... Result: 0 (no interaction). (2) Result: 1 (interaction). The miRNA is hsa-miR-525-5p with sequence CUCCAGAGGGAUGCACUUUCU. The protein sequence of the target gene is MAAADLSHGHYLSGDPVCLHEEKTPAGRIVADCLTDCYQDSVTFDDVAVDFTQEEWTLLDSTQRSLYSDVMLENYKNLATVGGQIIKPSLISWLEQEESRTVQGGVLQGWEMRLETQWSILQQDFLRGQTSIGIQLEGKHNGRELCDCEQCGEVFSEHSCLKTHVRTQSTGNTHDCNQYGKDFLTLCEKTSTGEKLSEFNQSEKIFSLTPNIVYQRTSTQEKSFECSHCGKSFINESYLQAHMRTHNGEKLYEWRNYGPGFIDSTSLSVLIETLNAKKPYKCKECGKGYRYPAYLSIHMR.... (3) The protein sequence of the target gene is MAESEDRSLRIVLVGKTGSGKSATANTILGEEIFDSRIAAQAVTKNCQKASREWQGRDLLVVDTPGLFDTKESLDTTCKEISRCIISSCPGPHAIVLVLLLGRYTEEEQKTVALIKAVFGKSAMKHMVILFTRKEELEGQSFHDFIADADVGLKSIVKECGNRCCAFSNSKKTSKAEKESQVQELVELIEKMVQCNEGAYFSDDIYKDTEERLKQREEVLRKIYTDQLNEEIKLVEEDKHKSEEEKEKEIKLLKLKYDEKIKNIREEAERNIFKDVFNRIWKMLSEIWHRFLSKCKFYSS.... The miRNA is hsa-miR-6765-3p with sequence UCACCUGGCUGGCCCGCCCAG. Result: 0 (no interaction). (4) The miRNA is hsa-miR-4481 with sequence GGAGUGGGCUGGUGGUU. The protein sequence of the target gene is MERARRRGGGGSGGGRGRGGKNVGGPGLSKSRLYPQAQHSHYPHYSASATPNQSGGTSEIQELASKRVDIQKKRFYLDVKQSSRGRFLKIAEVWIGRGRQDNIRKSKLTLSLSVAAELKDCLGDFIEHYAHLGLKGHRQEHGQSKEQVSRRRQKHSAPSPPVSVGSEEHPHSVLKTDYIERDNRKYYLDLKENQRGRFLRIRQTMMRGTGMIGYFGHSLGQDQTIVLPAQGMIEFRDALVQLIEDYGEGDIEERRCGDDDPLELPEGTSFRVDNKRFYFDVGSNKYGIFLKVSEVRPPYR.... Result: 0 (no interaction). (5) The miRNA is mmu-miR-3087-3p with sequence UAACUCACUGUCAUGUCCUCA. The protein sequence of the target gene is MLPSLQESLDGDEKELESSEEGGSAEERRLEPPPSSHYCLYSFRGSRLTQNRGDSDDGRSGGINAETPSGDDFSLSLVDTNLPSEVEPELRSFIAKRLSKGAVFEGLGNVASVELRIPGYRVGCYYCLFQQEKLLPEIAAMESEHNPSEYVVCFLGGSEKGLELFRLELDKYIQGLKNNMNCEERSLGNDVKSYLNSWYEDVVCPIQRVVLLFQEKLTFLLHAALSYTPVEFKESDEKTKRDINRFLSVASLQGLIHEGTMTSLCMAMTEEQHKSVIIDCSGPQPQFHNAGSNRFCEDWM.... Result: 1 (interaction). (6) Result: 0 (no interaction). The protein sequence of the target gene is MSMTLGYWDIRGLAHAIRLLLEYTDSSYEEKKYTMGDAPDYDRSQWLNEKFKLGLDFPNLPYLIDGAHKITQSNAILCYIARKHNLCGETEEEKIRVDILENQAMDVSNQLARVCYSPDFEKLKPEYLEELPTMMQHFSQFLGKRPWFVGDKITFVDFLAYDVLDLHRIFEPNCLDAFPNLKDFISRFEGLEKISAYMKSSRFLPKPLYTRVAVWGNK. The miRNA is hsa-miR-3139 with sequence UAGGAGCUCAACAGAUGCCUGUU. (7) The miRNA is hsa-miR-4666a-5p with sequence AUACAUGUCAGAUUGUAUGCC. The protein sequence of the target gene is MSGGSQVHIFWGAPIAPLKITVSEDTASLMSVADPWKKIQLLYSQHSLYLKDEKQHKNLENYKVPESIGSPDLSGHFLANCMNRHVHVKDDFVRSVSETQNIESQKIHSSRLSDITSSNMQICGFKSTVPHFTEEEKYQKLLSENKIRDEQPKHQPDICGKNFNTNLFQLGHKCAAVLDLVCSTEKINIGPEVVQRECVPTEYHEIQNQCLGLFSSNAVDKSRSEAAVRKVSDLKISTDTEFLSIITSSQVAFLAQKKDKRRSPVNKGNVNMETEPKASYGEIRIPEENSIQLDGFTEAY.... Result: 1 (interaction).